This data is from Catalyst prediction with 721,799 reactions and 888 catalyst types from USPTO. The task is: Predict which catalyst facilitates the given reaction. Reactant: [Cl:1][C:2]1[C:6](=[O:7])[N:5]([C:8]2[CH:12]=[C:11](I)[N:10]([CH3:14])[N:9]=2)[CH:4]([OH:15])[C:3]=1[CH3:16].[F-].[Cs+].ClCCl. Product: [Cl:1][C:2]1[C:6](=[O:7])[N:5]([C:8]2[CH:12]=[C:11]([CH:2]=[C:3]([CH3:16])[CH3:4])[N:10]([CH3:14])[N:9]=2)[CH:4]([OH:15])[C:3]=1[CH3:16]. The catalyst class is: 117.